From a dataset of Peptide-MHC class I binding affinity with 185,985 pairs from IEDB/IMGT. Regression. Given a peptide amino acid sequence and an MHC pseudo amino acid sequence, predict their binding affinity value. This is MHC class I binding data. (1) The binding affinity (normalized) is 0.0847. The MHC is HLA-A02:16 with pseudo-sequence HLA-A02:16. The peptide sequence is FHEFLSSKL. (2) The peptide sequence is RAAHRRQSV. The MHC is HLA-B51:01 with pseudo-sequence HLA-B51:01. The binding affinity (normalized) is 0.0847. (3) The peptide sequence is LVGKLNWASQIY. The MHC is HLA-A24:02 with pseudo-sequence HLA-A24:02. The binding affinity (normalized) is 0. (4) The peptide sequence is KELGVHMSL. The MHC is HLA-B15:42 with pseudo-sequence HLA-B15:42. The binding affinity (normalized) is 0.213. (5) The peptide sequence is ITAGYNRYY. The MHC is HLA-B44:02 with pseudo-sequence HLA-B44:02. The binding affinity (normalized) is 0.0847.